Dataset: Full USPTO retrosynthesis dataset with 1.9M reactions from patents (1976-2016). Task: Predict the reactants needed to synthesize the given product. (1) Given the product [CH3:20][O:21][C@:22]12[CH2:29][N:28]([C:30]([O:32][C:33]([CH3:36])([CH3:35])[CH3:34])=[O:31])[CH2:27][C@H:23]1[N:24]([C:1]([O:12][C@@H:13]([CH3:18])[C:14]([F:15])([F:16])[F:17])=[O:19])[CH2:25][CH2:26]2, predict the reactants needed to synthesize it. The reactants are: [C:1](=[O:19])([O:12][C@@H:13]([CH3:18])[C:14]([F:17])([F:16])[F:15])OC1C=CC([N+]([O-])=O)=CC=1.[CH3:20][O:21][C@:22]12[CH2:29][N:28]([C:30]([O:32][C:33]([CH3:36])([CH3:35])[CH3:34])=[O:31])[CH2:27][C@H:23]1[NH:24][CH2:25][CH2:26]2. (2) Given the product [C:1]([O:5][C:6]1[C:7]([CH2:12][N:27]2[CH2:28][CH2:29][CH:24]([CH2:23][S:21]([C:16]3[CH:17]=[CH:18][CH:19]=[CH:20][C:15]=3[F:14])=[O:22])[CH2:25][CH2:26]2)=[N:8][CH:9]=[CH:10][N:11]=1)([CH3:4])([CH3:3])[CH3:2], predict the reactants needed to synthesize it. The reactants are: [C:1]([O:5][C:6]1[C:7]([CH:12]=O)=[N:8][CH:9]=[CH:10][N:11]=1)([CH3:4])([CH3:3])[CH3:2].[F:14][C:15]1[CH:20]=[CH:19][CH:18]=[CH:17][C:16]=1[S:21]([CH2:23][CH:24]1[CH2:29][CH2:28][NH:27][CH2:26][CH2:25]1)=[O:22].C(O[BH-](OC(=O)C)OC(=O)C)(=O)C.[Na+].[OH-].[Na+]. (3) Given the product [C:1]([O:5][C:6]([N:8]1[CH2:13][CH2:12][CH:11]([N:14]2[C:18]3=[N:19][CH:20]=[N:21][C:22]([O:24][C:25]4[CH:30]=[CH:29][C:28](=[O:31])[N:27]([CH3:32])[N:26]=4)=[C:17]3[CH:16]=[N:15]2)[CH2:10][CH2:9]1)=[O:7])([CH3:4])([CH3:3])[CH3:2], predict the reactants needed to synthesize it. The reactants are: [C:1]([O:5][C:6]([N:8]1[CH2:13][CH2:12][CH:11]([N:14]2[C:18]3=[N:19][CH:20]=[N:21][C:22](Cl)=[C:17]3[CH:16]=[N:15]2)[CH2:10][CH2:9]1)=[O:7])([CH3:4])([CH3:3])[CH3:2].[OH:24][C:25]1[CH:30]=[CH:29][C:28](=[O:31])[N:27]([CH3:32])[N:26]=1.C(=O)([O-])[O-].[K+].[K+].C(OCC)(=O)C. (4) Given the product [CH2:1]([O:5][C:6]1[CH:11]=[C:10]([S:25]([CH3:15])(=[O:29])=[O:27])[N:9]=[CH:8][N:7]=1)[C:2]#[C:3][CH3:4], predict the reactants needed to synthesize it. The reactants are: [CH2:1]([O:5][C:6]1[CH:11]=[C:10](SC)[N:9]=[CH:8][N:7]=1)[C:2]#[C:3][CH3:4].Cl[C:15]1C=CC=C(C(OO)=O)C=1.[S:25]([O-:29])([O-])(=[O:27])=S.[Na+].[Na+]. (5) Given the product [CH:37]1([NH:40][C:31](=[O:33])[C:30]2[CH:34]=[CH:35][CH:36]=[C:28]([S:27][CH2:26][C:16]3[C:17]4[CH2:18][CH2:19][CH2:20][C:21](=[O:25])[C:22]=4[CH:23]=[CH:24][C:15]=3[O:14][C@@H:7]([C:8]3[CH:9]=[CH:10][CH:11]=[CH:12][CH:13]=3)[CH2:6][N:1]3[CH:5]=[CH:4][N:3]=[CH:2]3)[CH:29]=2)[CH2:39][CH2:38]1, predict the reactants needed to synthesize it. The reactants are: [N:1]1([CH2:6][C@@H:7]([O:14][C:15]2[CH:24]=[CH:23][C:22]3[C:21](=[O:25])[CH2:20][CH2:19][CH2:18][C:17]=3[C:16]=2[CH2:26][S:27][C:28]2[CH:29]=[C:30]([CH:34]=[CH:35][CH:36]=2)[C:31]([OH:33])=O)[C:8]2[CH:13]=[CH:12][CH:11]=[CH:10][CH:9]=2)[CH:5]=[CH:4][N:3]=[CH:2]1.[CH:37]1([NH2:40])[CH2:39][CH2:38]1. (6) Given the product [Br:24][C:10]1[N:9]=[C:8]([C@H:11]2[CH2:12][CH2:13][C@H:14]([N:17]3[CH2:18][CH2:19][N:20]([CH3:23])[CH2:21][CH2:22]3)[CH2:15][CH2:16]2)[N:4]2[CH:5]=[CH:6][N:7]=[C:2]([CH3:1])[C:3]=12, predict the reactants needed to synthesize it. The reactants are: [CH3:1][C:2]1[C:3]2[N:4]([C:8]([C@H:11]3[CH2:16][CH2:15][C@H:14]([N:17]4[CH2:22][CH2:21][N:20]([CH3:23])[CH2:19][CH2:18]4)[CH2:13][CH2:12]3)=[N:9][CH:10]=2)[CH:5]=[CH:6][N:7]=1.[Br:24]N1C(=O)CCC1=O.